Dataset: Forward reaction prediction with 1.9M reactions from USPTO patents (1976-2016). Task: Predict the product of the given reaction. (1) The product is: [Br:15][C:4]1[S:3](=[O:13])(=[O:14])[N:2]([CH3:1])[C:7]2[CH:8]=[CH:9][CH:10]=[CH:11][C:6]=2[C:5]=1[CH3:12]. Given the reactants [CH3:1][N:2]1[C:7]2[CH:8]=[CH:9][CH:10]=[CH:11][C:6]=2[C:5]([CH3:12])=[CH:4][S:3]1(=[O:14])=[O:13].[Br:15]N1C(=O)CCC1=O.N(C(C)(C)C#N)=NC(C)(C)C#N.O, predict the reaction product. (2) Given the reactants [C:1]([C:3]1[CH:8]=[CH:7][CH:6]=[CH:5][C:4]=1[S:9]([N:12]1[C:16]([C:17]2[C:18]([C:23]#[N:24])=[N:19][CH:20]=[CH:21][CH:22]=2)=[CH:15][C:14]([CH2:25][N:26](C)[C:27](=O)OC(C)(C)C)=[CH:13]1)(=[O:11])=[O:10])#[N:2].C(OCC)(=O)C.[ClH:41], predict the reaction product. The product is: [ClH:41].[C:1]([C:3]1[CH:8]=[CH:7][CH:6]=[CH:5][C:4]=1[S:9]([N:12]1[CH:13]=[C:14]([CH2:25][NH:26][CH3:27])[CH:15]=[C:16]1[C:17]1[C:18]([C:23]#[N:24])=[N:19][CH:20]=[CH:21][CH:22]=1)(=[O:11])=[O:10])#[N:2]. (3) The product is: [CH2:34]([C@@H:14]([CH2:13][CH2:12][C@H:8]([CH2:1][C:2]1[CH:7]=[CH:6][CH:5]=[CH:4][CH:3]=1)[C:9](=[O:11])[NH:41][C@H:42]1[CH2:48][CH2:47][CH2:46][CH2:45][N:44]([CH2:49][C:50]2[CH:51]=[N:52][CH:53]=[CH:54][CH:55]=2)[C:43]1=[O:56])[C:15]([NH:17][C@H:18]1[CH2:24][CH2:23][S:22][C@H:21]2[CH2:25][CH2:26][CH2:27][C@@H:28]([C:29]([O:31][CH3:32])=[O:30])[N:20]2[C:19]1=[O:33])=[O:16])[C:35]1[CH:36]=[CH:37][CH:38]=[CH:39][CH:40]=1. Given the reactants [CH2:1]([C@@H:8]([CH2:12][CH2:13][C@H:14]([CH2:34][C:35]1[CH:40]=[CH:39][CH:38]=[CH:37][CH:36]=1)[C:15]([NH:17][C@H:18]1[CH2:24][CH2:23][S:22][C@H:21]2[CH2:25][CH2:26][CH2:27][C@@H:28]([C:29]([O:31][CH3:32])=[O:30])[N:20]2[C:19]1=[O:33])=[O:16])[C:9]([OH:11])=O)[C:2]1[CH:7]=[CH:6][CH:5]=[CH:4][CH:3]=1.[NH2:41][C@H:42]1[CH2:48][CH2:47][CH2:46][CH2:45][N:44]([CH2:49][C:50]2[CH:51]=[N:52][CH:53]=[CH:54][CH:55]=2)[C:43]1=[O:56], predict the reaction product. (4) Given the reactants [CH:1]1([CH:4]([NH:11][C:12]([C:14]2[CH:19]=[CH:18][C:17]([CH:20]3[CH2:22][CH2:21]3)=[C:16]([O:23][CH2:24][CH:25]3[CH2:30][CH2:29][O:28][CH2:27][CH2:26]3)[N:15]=2)=[O:13])[C:5]2[N:9]=[C:8]([CH3:10])[O:7][N:6]=2)[CH2:3][CH2:2]1.[CH3:31]I.[H-].[Na+], predict the reaction product. The product is: [CH:1]1([CH:4]([N:11]([CH3:31])[C:12]([C:14]2[CH:19]=[CH:18][C:17]([CH:20]3[CH2:22][CH2:21]3)=[C:16]([O:23][CH2:24][CH:25]3[CH2:26][CH2:27][O:28][CH2:29][CH2:30]3)[N:15]=2)=[O:13])[C:5]2[N:9]=[C:8]([CH3:10])[O:7][N:6]=2)[CH2:3][CH2:2]1. (5) Given the reactants [CH3:1][O:2][C:3]1[CH:12]=[CH:11][C:10]2[NH:9][C:8](=[O:13])[C:7]3[S:14][CH:15]=[CH:16][C:6]=3[C:5]=2[C:4]=1[C:17]1[CH:22]=[CH:21][C:20]([C:23]([CH3:34])([CH3:33])[CH2:24][NH:25][C:26](=[O:32])[O:27][C:28]([CH3:31])([CH3:30])[CH3:29])=[CH:19][CH:18]=1.C1C(=O)N([Br:42])C(=O)C1, predict the reaction product. The product is: [Br:42][C:11]1[C:10]2[NH:9][C:8](=[O:13])[C:7]3[S:14][CH:15]=[CH:16][C:6]=3[C:5]=2[C:4]([C:17]2[CH:22]=[CH:21][C:20]([C:23]([CH3:34])([CH3:33])[CH2:24][NH:25][C:26](=[O:32])[O:27][C:28]([CH3:29])([CH3:31])[CH3:30])=[CH:19][CH:18]=2)=[C:3]([O:2][CH3:1])[CH:12]=1. (6) Given the reactants C([S:4][CH:5]([CH2:18][CH:19]([CH2:24][CH3:25])[CH2:20][CH2:21][CH2:22][CH3:23])[C:6]([NH:8][C@@H:9]([CH2:13][CH2:14][C:15]([NH2:17])=[O:16])[C:10]([OH:12])=[O:11])=[O:7])(=O)C.[OH-].[Na+].Cl, predict the reaction product. The product is: [NH2:17][C:15](=[O:16])[CH2:14][CH2:13][C@H:9]([NH:8][C:6](=[O:7])[CH:5]([SH:4])[CH2:18][CH:19]([CH2:24][CH3:25])[CH2:20][CH2:21][CH2:22][CH3:23])[C:10]([OH:12])=[O:11]. (7) Given the reactants [H-].[Al+3].[Li+].[H-].[H-].[H-].[Cl:7][C:8]1[CH:9]=[C:10]([C:15]([NH:24][CH:25]=O)([CH2:21][CH:22]=[CH2:23])[C:16](OCC)=[O:17])[CH:11]=[CH:12][C:13]=1[Cl:14].O.[OH-].[Na+], predict the reaction product. The product is: [ClH:7].[Cl:7][C:8]1[CH:9]=[C:10]([C:15]([NH:24][CH3:25])([CH2:21][CH:22]=[CH2:23])[CH2:16][OH:17])[CH:11]=[CH:12][C:13]=1[Cl:14]. (8) Given the reactants [CH3:1][C:2]1[CH:22]=[N:21][CH:20]=[CH:19][C:3]=1[C:4]([C:6]1[O:7][C:8]2[CH:14]=[CH:13][C:12]([CH2:15][C:16]([OH:18])=O)=[CH:11][C:9]=2[CH:10]=1)=[O:5].Cl.[CH3:24][C:25]1[CH:30]=[C:29]([CH3:31])[CH:28]=[CH:27][C:26]=1[C@H:32]([C:34]1[CH:39]=[CH:38][CH:37]=[CH:36][CH:35]=1)[NH2:33], predict the reaction product. The product is: [CH3:24][C:25]1[CH:30]=[C:29]([CH3:31])[CH:28]=[CH:27][C:26]=1[C@H:32]([C:34]1[CH:39]=[CH:38][CH:37]=[CH:36][CH:35]=1)[NH:33][C:16](=[O:18])[CH2:15][C:12]1[CH:13]=[CH:14][C:8]2[O:7][C:6]([C:4](=[O:5])[C:3]3[CH:19]=[CH:20][N:21]=[CH:22][C:2]=3[CH3:1])=[CH:10][C:9]=2[CH:11]=1. (9) Given the reactants [CH3:1][C:2]1[CH:7]=[CH:6][C:5](/[CH:8]=[CH:9]/B2OC(C)(C)C(C)(C)O2)=[CH:4][N:3]=1.[Br:19]N1C(=O)CCC1=O.C(N(CC)CC)C.O, predict the reaction product. The product is: [Br:19][CH:9]=[CH:8][C:5]1[CH:6]=[CH:7][C:2]([CH3:1])=[N:3][CH:4]=1. (10) Given the reactants C([O:5][C:6]([C:8]1[CH:9]=[CH:10][C:11]([NH:14][C:15](=[O:40])[C:16]2[CH:21]=[C:20]([CH2:22][C:23]3[C:24](=[O:35])[C:25]([O:33][CH3:34])=[C:26]([O:31][CH3:32])[C:27](=[O:30])[C:28]=3[CH3:29])[CH:19]=[CH:18][C:17]=2[O:36][C:37](=[O:39])[CH3:38])=[N:12][CH:13]=1)=[O:7])(C)(C)C, predict the reaction product. The product is: [OH:7][C:6]([C:8]1[CH:9]=[CH:10][C:11]([NH:14][C:15](=[O:40])[C:16]2[CH:21]=[C:20]([CH2:22][C:23]3[C:24](=[O:35])[C:25]([O:33][CH3:34])=[C:26]([O:31][CH3:32])[C:27](=[O:30])[C:28]=3[CH3:29])[CH:19]=[CH:18][C:17]=2[O:36][C:37](=[O:39])[CH3:38])=[N:12][CH:13]=1)=[O:5].